This data is from Forward reaction prediction with 1.9M reactions from USPTO patents (1976-2016). The task is: Predict the product of the given reaction. (1) Given the reactants [Cl:1][C:2]1[CH:3]=[C:4]([C:9]2([OH:21])[CH2:13][CH2:12][N:11](C(OC(C)(C)C)=O)[CH2:10]2)[CH:5]=[C:6]([Cl:8])[CH:7]=1.FC(F)(F)C(O)=O, predict the reaction product. The product is: [Cl:1][C:2]1[CH:3]=[C:4]([C:9]2([OH:21])[CH2:13][CH2:12][NH:11][CH2:10]2)[CH:5]=[C:6]([Cl:8])[CH:7]=1. (2) Given the reactants [H-].[H-].[H-].[H-].[Li+].[Al+3].[CH2:7]([N:25]([CH2:32][CH2:33][CH2:34][CH2:35][CH2:36][CH2:37][CH2:38][CH2:39][CH2:40][CH2:41][CH2:42][CH2:43][CH2:44][CH2:45][CH2:46][CH2:47][CH2:48][CH3:49])[CH:26]([CH3:31])C(OC)=O)[CH2:8][CH2:9][CH2:10][CH2:11][CH2:12][CH2:13][CH2:14][CH2:15][CH2:16][CH2:17][CH2:18][CH2:19][CH2:20][CH2:21][CH2:22][CH2:23][CH3:24].C1C[O:53][CH2:52]C1, predict the reaction product. The product is: [CH2:32]([N:25]([CH2:7][CH2:8][CH2:9][CH2:10][CH2:11][CH2:12][CH2:13][CH2:14][CH2:15][CH2:16][CH2:17][CH2:18][CH2:19][CH2:20][CH2:21][CH2:22][CH2:23][CH3:24])[CH2:26][CH2:31][CH2:52][OH:53])[CH2:33][CH2:34][CH2:35][CH2:36][CH2:37][CH2:38][CH2:39][CH2:40][CH2:41][CH2:42][CH2:43][CH2:44][CH2:45][CH2:46][CH2:47][CH2:48][CH3:49]. (3) Given the reactants [CH2:1]=[CH:2][C:3]([CH2:6][CH2:7][CH:8]=[C:9]([CH3:11])[CH3:10])([CH3:5])O.C[Si](C)(C)[Cl:14], predict the reaction product. The product is: [Cl:14][CH2:1][CH:2]=[C:3]([CH3:5])[CH2:6][CH2:7][CH:8]=[C:9]([CH3:11])[CH3:10].